From a dataset of Full USPTO retrosynthesis dataset with 1.9M reactions from patents (1976-2016). Predict the reactants needed to synthesize the given product. (1) Given the product [C:1]([CH:5]1[CH2:13][C:12]2[C:7](=[CH:8][CH:9]=[C:10]([NH:14][C:15]([C:17]3([C:20]4[CH:30]=[CH:29][C:23]5[O:24][C:25]([F:28])([F:27])[O:26][C:22]=5[CH:21]=4)[CH2:19][CH2:18]3)=[O:16])[CH:11]=2)[N:6]1[CH2:31][CH2:32][Cl:35])([CH3:4])([CH3:3])[CH3:2], predict the reactants needed to synthesize it. The reactants are: [C:1]([CH:5]1[CH2:13][C:12]2[C:7](=[CH:8][CH:9]=[C:10]([NH:14][C:15]([C:17]3([C:20]4[CH:30]=[CH:29][C:23]5[O:24][C:25]([F:28])([F:27])[O:26][C:22]=5[CH:21]=4)[CH2:19][CH2:18]3)=[O:16])[CH:11]=2)[N:6]1[CH2:31][CH2:32]C#N)([CH3:4])([CH3:3])[CH3:2].[Cl:35]CC=O.[BH-](OC(C)=O)(OC(C)=O)OC(C)=O.[Na+]. (2) Given the product [CH3:1][O:2][C:3]1[CH:4]=[C:5]2[C:9](=[CH:10][CH:11]=1)[NH:8][CH:7]=[C:6]2[CH2:12][CH2:13][C:14]#[N:15], predict the reactants needed to synthesize it. The reactants are: [CH3:1][O:2][C:3]1[CH:4]=[C:5]2[C:9](=[CH:10][CH:11]=1)[NH:8][CH:7]=[C:6]2/[CH:12]=[CH:13]/[C:14]#[N:15].O1CCCC1. (3) Given the product [Cl:1][C:2]1[CH:10]=[CH:9][C:5]([C:6]([O:8][CH3:21])=[O:7])=[C:4]([NH:11][CH2:12][CH2:13][CH2:14][Cl:15])[C:3]=1[N+:16]([O-:18])=[O:17], predict the reactants needed to synthesize it. The reactants are: [Cl:1][C:2]1[CH:10]=[CH:9][C:5]([C:6]([OH:8])=[O:7])=[C:4]([NH:11][CH2:12][CH2:13][CH2:14][Cl:15])[C:3]=1[N+:16]([O-:18])=[O:17].CI.[C:21](=O)([O-])[O-].[K+].[K+].C(OCC)(=O)C. (4) Given the product [F:19][C:20]1[CH:25]=[CH:24][C:23]([C:26]([N:28]2[CH2:33][CH2:32][CH2:31][C@H:30]([C:34]3[O:35][CH:36]=[C:37]([C:39]4[NH:40][CH:41]=[C:42]([F:44])[CH:43]=4)[N:38]=3)[CH2:29]2)=[O:27])=[CH:22][CH:21]=1, predict the reactants needed to synthesize it. The reactants are: CCCC[N+](CCCC)(CCCC)CCCC.[F-].[F:19][C:20]1[CH:25]=[CH:24][C:23]([C:26]([N:28]2[CH2:33][CH2:32][CH2:31][C@H:30]([C:34]3[O:35][CH:36]=[C:37]([C:39]4[N:40](S(C5C=CC(C)=CC=5)(=O)=O)[CH:41]=[C:42]([F:44])[CH:43]=4)[N:38]=3)[CH2:29]2)=[O:27])=[CH:22][CH:21]=1. (5) Given the product [CH2:1]([O:8][C:9](=[O:10])[NH:11][CH2:12][CH2:13][C:14]([NH:17][CH2:18][C@@H:19]([NH:31][C:32]([O:34][C:35]([CH3:38])([CH3:37])[CH3:36])=[O:33])[CH2:20][CH2:21][CH2:22][NH:23][C:24]([O:25][C:26]([CH3:28])([CH3:29])[CH3:27])=[O:30])=[O:16])[C:2]1[CH:3]=[CH:4][CH:5]=[CH:6][CH:7]=1, predict the reactants needed to synthesize it. The reactants are: [CH2:1]([O:8][C:9]([NH:11][CH2:12][CH2:13][C:14]([OH:16])=O)=[O:10])[C:2]1[CH:7]=[CH:6][CH:5]=[CH:4][CH:3]=1.[NH2:17][CH2:18][C@@H:19]([NH:31][C:32]([O:34][C:35]([CH3:38])([CH3:37])[CH3:36])=[O:33])[CH2:20][CH2:21][CH2:22][NH:23][C:24](=[O:30])[O:25][C:26]([CH3:29])([CH3:28])[CH3:27].C(Cl)CCl.C1C=CC2N(O)N=NC=2C=1. (6) Given the product [NH2:8][C:9]([CH3:37])([CH2:30][C:31]1[CH:32]=[CH:33][CH:34]=[CH:35][CH:36]=1)[CH2:10][O:11][CH2:12][C:13]1[CH:21]=[C:20]([N:22]([CH2:23][CH2:24][CH3:25])[S:26]([CH3:29])(=[O:28])=[O:27])[CH:19]=[C:15]([CH2:16][OH:17])[CH:14]=1, predict the reactants needed to synthesize it. The reactants are: C(OC([NH:8][C:9]([CH3:37])([CH2:30][C:31]1[CH:36]=[CH:35][CH:34]=[CH:33][CH:32]=1)[CH2:10][O:11][CH2:12][C:13]1[CH:14]=[C:15]([CH:19]=[C:20]([N:22]([S:26]([CH3:29])(=[O:28])=[O:27])[CH2:23][CH2:24][CH3:25])[CH:21]=1)[C:16](O)=[O:17])=O)(C)(C)C.B.C1COCC1. (7) Given the product [F:1][C:2]1[CH:3]=[CH:4][C:5]([C:8]23[NH:23][CH2:20][CH2:21][N:22]2[C:16](=[O:18])[C:11]2[N:12]=[CH:13][CH:14]=[CH:15][C:10]=2[CH2:9]3)=[CH:6][CH:7]=1, predict the reactants needed to synthesize it. The reactants are: [F:1][C:2]1[CH:7]=[CH:6][C:5]([C:8](=O)[CH2:9][C:10]2[C:11]([C:16]([OH:18])=O)=[N:12][CH:13]=[CH:14][CH:15]=2)=[CH:4][CH:3]=1.[CH2:20]([NH2:23])[CH2:21][NH2:22]. (8) The reactants are: [CH3:1][O:2][C:3]1[CH:8]=[CH:7][C:6]([CH:9]2[CH2:14][CH2:13][O:12][CH2:11][CH2:10]2)=[CH:5][C:4]=1[NH:15][C:16]([NH2:18])=[S:17].Br.CS(C)=O. Given the product [CH3:1][O:2][C:3]1[C:4]2[N:15]=[C:16]([NH2:18])[S:17][C:5]=2[C:6]([CH:9]2[CH2:10][CH2:11][O:12][CH2:13][CH2:14]2)=[CH:7][CH:8]=1, predict the reactants needed to synthesize it. (9) Given the product [Br:1][C:2]1[CH:7]=[C:6]([F:8])[CH:5]=[CH:4][C:3]=1[CH:9]1[C:14]([C:15]([O:17][CH2:18][CH3:19])=[O:16])=[C:13]([CH2:20][N:32]2[CH2:37][CH2:36][O:35][CH2:34][CH:33]2[CH2:38][OH:39])[NH:12][C:11]([C:22]2[S:23][C:24]([C:27]([F:30])([F:29])[F:28])=[CH:25][N:26]=2)=[N:10]1, predict the reactants needed to synthesize it. The reactants are: [Br:1][C:2]1[CH:7]=[C:6]([F:8])[CH:5]=[CH:4][C:3]=1[CH:9]1[C:14]([C:15]([O:17][CH2:18][CH3:19])=[O:16])=[C:13]([CH2:20]Br)[NH:12][C:11]([C:22]2[S:23][C:24]([C:27]([F:30])([F:29])[F:28])=[CH:25][N:26]=2)=[N:10]1.Cl.[NH:32]1[CH2:37][CH2:36][O:35][CH2:34][CH:33]1[CH2:38][OH:39].